Dataset: Reaction yield outcomes from USPTO patents with 853,638 reactions. Task: Predict the reaction yield, written as a fraction of the theoretical maximum amount of product (1.0 means a 100% yield; for example, 0.34 means a 34% yield). (1) The reactants are [C:1]([O:5][C:6]([NH:8][C:9]1[CH:14]=[C:13]([CH3:15])[CH:12]=[CH:11][N:10]=1)=[O:7])([CH3:4])([CH3:3])[CH3:2].[CH3:16][CH2:17][CH2:18]CCC.[CH2:22]([Li])[CH2:23][CH2:24][CH3:25].[OH2:27].C([O:31][CH:32](C)C)(C)C. The yield is 0.690. The product is [C:1]([O:5][C:6]([NH:8][C:9]1[CH:14]=[C:13]([CH2:15][C:22]([C:23]2[CH:16]=[CH:17][C:18]([O:31][CH3:32])=[CH:25][CH:24]=2)=[O:27])[CH:12]=[CH:11][N:10]=1)=[O:7])([CH3:4])([CH3:3])[CH3:2]. The catalyst is O1CCCC1. (2) The reactants are [Cl:1][C:2]1[CH:3]=[C:4]2[C:8](=[CH:9][CH:10]=1)[NH:7][C:6]([CH2:11][C:12]([OH:14])=O)=[CH:5]2.CN(C(ON1N=NC2C=CC=CC1=2)=[N+](C)C)C.[B-](F)(F)(F)F.C(N(C(C)C)CC)(C)C.[Cl:46][C:47]1[CH:48]=[C:49]([NH2:60])[CH:50]=[CH:51][C:52]=1[C:53]([N:55]1[CH2:59][CH:58]=[CH:57][CH2:56]1)=[O:54].ClCl. The catalyst is O1CCCC1.ClCCl.C(O)C. The product is [Cl:46][C:47]1[CH:48]=[C:49]([NH:60][C:12](=[O:14])[CH2:11][C:6]2[NH:7][C:8]3[C:4]([CH:5]=2)=[CH:3][C:2]([Cl:1])=[CH:10][CH:9]=3)[CH:50]=[CH:51][C:52]=1[C:53]([N:55]1[CH2:56][CH:57]=[CH:58][CH2:59]1)=[O:54]. The yield is 0.370. (3) The reactants are [F:1][C:2]1[CH:32]=[CH:31][C:5]([O:6][C:7]2[CH:30]=[CH:29][C:10]([CH2:11][S:12][C:13]3[NH:14][CH:15]=[C:16]([CH2:20][C:21]4[CH:22]=[N:23][C:24]([O:27][CH3:28])=[N:25][CH:26]=4)[C:17](=[O:19])[N:18]=3)=[CH:9][CH:8]=2)=[CH:4][CH:3]=1.CCN(C(C)C)[CH:36]([CH3:38])[CH3:37].BrCCC. The catalyst is ClCCCl. The product is [F:1][C:2]1[CH:3]=[CH:4][C:5]([O:6][C:7]2[CH:30]=[CH:29][C:10]([CH2:11][S:12][C:13]3[N:14]([CH2:37][CH2:36][CH3:38])[CH:15]=[C:16]([CH2:20][C:21]4[CH:26]=[N:25][C:24]([O:27][CH3:28])=[N:23][CH:22]=4)[C:17](=[O:19])[N:18]=3)=[CH:9][CH:8]=2)=[CH:31][CH:32]=1. The yield is 0.312. (4) The reactants are C(OC(=O)[NH:7][CH:8]([C:10]1[CH:15]=[CH:14][C:13]([NH:16][S:17]([CH3:20])(=[O:19])=[O:18])=[C:12]([C:21]#[C:22][C:23]2[CH:28]=[CH:27][CH:26]=[CH:25][CH:24]=2)[CH:11]=1)[CH3:9])(C)(C)C.FC(F)(F)C(O)=O. The catalyst is C(Cl)Cl. The product is [CH3:20][S:17]([NH:16][C:13]1[CH:14]=[CH:15][C:10]([CH:8]([NH2:7])[CH3:9])=[CH:11][C:12]=1[C:21]#[C:22][C:23]1[CH:28]=[CH:27][CH:26]=[CH:25][CH:24]=1)(=[O:19])=[O:18]. The yield is 1.00. (5) The reactants are [C:1]([O:5][C:6]([N:8]([CH2:18][C@H:19]1[CH2:28][CH2:27][C:26]2[C:21](=[CH:22][CH:23]=[C:24]([S:29][C:30]3[CH:31]=[C:32]([CH:36]=[CH:37][CH:38]=3)[C:33]([OH:35])=[O:34])[CH:25]=2)[O:20]1)[CH2:9][C@H:10]([OH:17])[C:11]1[CH:12]=[N:13][CH:14]=[CH:15][CH:16]=1)=[O:7])([CH3:4])([CH3:3])[CH3:2].[CH3:39][Si](C=[N+]=[N-])(C)C. The catalyst is CO.C(OCC)(=O)C.C(OCC)(=O)C. The product is [C:1]([O:5][C:6]([N:8]([CH2:18][C@H:19]1[CH2:28][CH2:27][C:26]2[C:21](=[CH:22][CH:23]=[C:24]([S:29][C:30]3[CH:31]=[C:32]([CH:36]=[CH:37][CH:38]=3)[C:33]([O:35][CH3:39])=[O:34])[CH:25]=2)[O:20]1)[CH2:9][C@H:10]([OH:17])[C:11]1[CH:12]=[N:13][CH:14]=[CH:15][CH:16]=1)=[O:7])([CH3:4])([CH3:2])[CH3:3]. The yield is 0.330. (6) The reactants are [H-].[Na+].[CH3:3][SH:4].Br[C:6]1[C:13]([O:14][CH2:15][CH3:16])=[CH:12][C:9]([CH:10]=[O:11])=[CH:8][C:7]=1[O:17][CH2:18][CH3:19].Cl. The catalyst is CN(C=O)C. The product is [CH2:18]([O:17][C:7]1[CH:8]=[C:9]([CH:12]=[C:13]([O:14][CH2:15][CH3:16])[C:6]=1[S:4][CH3:3])[CH:10]=[O:11])[CH3:19]. The yield is 0.960.